This data is from Forward reaction prediction with 1.9M reactions from USPTO patents (1976-2016). The task is: Predict the product of the given reaction. (1) Given the reactants [CH:1]1([CH2:7][CH2:8][CH2:9][C@@H:10]([C:19]2[O:23][N:22]=[C:21]([C:24]([NH:26][CH2:27][C:28]([O:30][CH3:31])=[O:29])=[O:25])[N:20]=2)[CH2:11][C:12]([O:14][C:15]([CH3:18])([CH3:17])[CH3:16])=[O:13])[CH2:6][CH2:5][CH2:4][CH2:3][CH2:2]1.IC.[C:34](=O)([O-])[O-].[Cs+].[Cs+], predict the reaction product. The product is: [CH:1]1([CH2:7][CH2:8][CH2:9][C@@H:10]([C:19]2[O:23][N:22]=[C:21]([C:24]([N:26]([CH2:27][C:28]([O:30][CH3:31])=[O:29])[CH3:34])=[O:25])[N:20]=2)[CH2:11][C:12]([O:14][C:15]([CH3:16])([CH3:17])[CH3:18])=[O:13])[CH2:6][CH2:5][CH2:4][CH2:3][CH2:2]1. (2) Given the reactants F[C:2]1[C:7]([F:8])=[CH:6][C:5]([C:9]2[O:10][C:11]([C:14]3[C:15]([C:20]4[CH:25]=[CH:24][CH:23]=[CH:22][CH:21]=4)=[N:16][O:17][C:18]=3[CH3:19])=[N:12][N:13]=2)=[C:4]([O:26][CH3:27])[CH:3]=1.[NH2:28][CH2:29][CH2:30][N:31]1[CH2:35][CH2:34][NH:33][C:32]1=[O:36], predict the reaction product. The product is: [F:8][C:7]1[CH:6]=[C:5]([C:9]2[O:10][C:11]([C:14]3[C:15]([C:20]4[CH:21]=[CH:22][CH:23]=[CH:24][CH:25]=4)=[N:16][O:17][C:18]=3[CH3:19])=[N:12][N:13]=2)[C:4]([O:26][CH3:27])=[CH:3][C:2]=1[NH:28][CH2:29][CH2:30][N:31]1[CH2:35][CH2:34][NH:33][C:32]1=[O:36]. (3) Given the reactants [CH3:1][N:2]1[C:6]([CH2:7][O:8][CH2:9][C:10]2[CH:11]=[C:12]([N:16]3[C:20]4[CH:21]=[CH:22][C:23]([C:25](=[O:27])[CH3:26])=[CH:24][C:19]=4[N:18]=[CH:17]3)[CH:13]=[CH:14][CH:15]=2)=[N:5][CH:4]=[N:3]1.[Na], predict the reaction product. The product is: [CH3:1][N:2]1[C:6]([CH2:7][O:8][CH2:9][C:10]2[CH:11]=[C:12]([N:16]3[C:20]4[CH:21]=[CH:22][C:23]([CH:25]([OH:27])[CH3:26])=[CH:24][C:19]=4[N:18]=[CH:17]3)[CH:13]=[CH:14][CH:15]=2)=[N:5][CH:4]=[N:3]1. (4) Given the reactants C([NH:5][S:6]([C:9]1[CH:14]=[CH:13][CH:12]=[CH:11][C:10]=1[C:15]1[CH:20]=[CH:19][C:18]([NH:21][C:22](=[O:39])[C:23]([NH:28][C:29]([NH:31][C:32]2[CH:37]=[CH:36][C:35]([Cl:38])=[CH:34][CH:33]=2)=[O:30])([CH2:26][OH:27])[CH2:24][OH:25])=[CH:17][CH:16]=1)(=[O:8])=[O:7])(C)(C)C.C(O)(C(F)(F)F)=O, predict the reaction product. The product is: [Cl:38][C:35]1[CH:36]=[CH:37][C:32]([NH:31][C:29](=[O:30])[NH:28][C:23]([CH2:24][OH:25])([CH2:26][OH:27])[C:22]([NH:21][C:18]2[CH:17]=[CH:16][C:15]([C:10]3[CH:11]=[CH:12][CH:13]=[CH:14][C:9]=3[S:6](=[O:8])(=[O:7])[NH2:5])=[CH:20][CH:19]=2)=[O:39])=[CH:33][CH:34]=1. (5) Given the reactants [CH3:1][C:2]1[N:3]=[C:4]([N:10]2[CH:15]=[CH:14][C:13]([C:16]3[CH:21]=[CH:20][CH:19]=[CH:18][CH:17]=3)=[CH:12][C:11]2=[O:22])[S:5][C:6]=1[C:7](O)=[O:8].ON1C2C=CC=CC=2N=N1.CN(C)CCCN=C=NCC.C(N(CC)C(C)C)(C)C.[CH2:53]([NH2:60])[C:54]1[CH:59]=[CH:58][CH:57]=[CH:56][CH:55]=1, predict the reaction product. The product is: [CH2:53]([NH:60][C:7]([C:6]1[S:5][C:4]([N:10]2[CH:15]=[CH:14][C:13]([C:16]3[CH:17]=[CH:18][CH:19]=[CH:20][CH:21]=3)=[CH:12][C:11]2=[O:22])=[N:3][C:2]=1[CH3:1])=[O:8])[C:54]1[CH:59]=[CH:58][CH:57]=[CH:56][CH:55]=1. (6) The product is: [Cl:35][C:36]1[CH:41]=[CH:40][CH:39]=[CH:38][C:37]=1[CH2:42][S:43]([NH:34][C@@H:10]1[CH2:9][NH:8][CH2:12][C@H:11]1[CH2:13][N:14]([CH:31]([CH3:33])[CH3:32])[C:15](=[O:30])[C:16]1[CH:21]=[CH:20][C:19]([O:22][CH3:23])=[C:18]([O:24][CH2:25][CH2:26][CH2:27][O:28][CH3:29])[CH:17]=1)(=[O:45])=[O:44]. Given the reactants C(OC([N:8]1[CH2:12][C@@H:11]([CH2:13][N:14]([CH:31]([CH3:33])[CH3:32])[C:15](=[O:30])[C:16]2[CH:21]=[CH:20][C:19]([O:22][CH3:23])=[C:18]([O:24][CH2:25][CH2:26][CH2:27][O:28][CH3:29])[CH:17]=2)[C@H:10]([NH2:34])[CH2:9]1)=O)(C)(C)C.[Cl:35][C:36]1[CH:41]=[CH:40][CH:39]=[CH:38][C:37]=1[CH2:42][S:43](Cl)(=[O:45])=[O:44].CC#N.O.CC#N, predict the reaction product. (7) The product is: [NH:1]1[C:9]2[C:4](=[CH:5][CH:6]=[CH:7][CH:8]=2)[C:3](/[CH:10]=[CH:11]/[C:12]([NH:14][C:15]2[CH:16]=[CH:17][C:18]([C:19]([N:25]([CH3:24])[CH:26]3[CH2:30][CH2:29][N:28]([CH3:31])[CH2:27]3)=[O:21])=[CH:22][CH:23]=2)=[O:13])=[N:2]1. Given the reactants [NH:1]1[C:9]2[C:4](=[CH:5][CH:6]=[CH:7][CH:8]=2)[C:3](/[CH:10]=[CH:11]/[C:12]([NH:14][C:15]2[CH:23]=[CH:22][C:18]([C:19]([OH:21])=O)=[CH:17][CH:16]=2)=[O:13])=[N:2]1.[CH3:24][NH:25][CH:26]1[CH2:30][CH2:29][N:28]([CH3:31])[CH2:27]1, predict the reaction product. (8) Given the reactants [Li+].[CH3:2][N:3]1[CH2:8][CH2:7][C:6]2[N:9]=[C:10]([C:12]([O-:14])=O)[S:11][C:5]=2[CH2:4]1.[ClH:15].CN(C)CCCN=C=NCC.O.O[N:29]1[C:33]2C=[CH:35][CH:36]=[CH:37][C:32]=2[N:31]=N1, predict the reaction product. The product is: [ClH:15].[NH2:29][C@@H:33]1[CH2:35][CH2:36][CH2:37][C@H:32]1[NH:31][C:12]([C:10]1[S:11][C:5]2[CH2:4][N:3]([CH3:2])[CH2:8][CH2:7][C:6]=2[N:9]=1)=[O:14].